From a dataset of Forward reaction prediction with 1.9M reactions from USPTO patents (1976-2016). Predict the product of the given reaction. (1) The product is: [CH2:1]([N:4]([CH2:5][C:6]([N:32]([O:33][CH3:34])[CH3:31])=[O:8])[C:9](=[O:10])[O:11][C:12]([CH3:15])([CH3:14])[CH3:13])[CH:2]=[CH2:3]. Given the reactants [CH2:1]([N:4]([C:9]([O:11][C:12]([CH3:15])([CH3:14])[CH3:13])=[O:10])[CH2:5][C:6]([OH:8])=O)[CH:2]=[CH2:3].C(N(CC)CC)C.C(Cl)(=O)C(C)(C)C.Cl.[CH3:31][NH:32][O:33][CH3:34], predict the reaction product. (2) Given the reactants Br[C:2]1[N:7]=[C:6]([CH2:8][C:9]([O:11][CH3:12])=[O:10])[CH:5]=[CH:4][CH:3]=1.Cl.[NH:14]1[CH2:17][CH:16]([OH:18])[CH2:15]1.N1CCC[C@H]1C(O)=O.C([O-])([O-])=O.[Cs+].[Cs+], predict the reaction product. The product is: [OH:18][CH:16]1[CH2:17][N:14]([C:2]2[N:7]=[C:6]([CH2:8][C:9]([O:11][CH3:12])=[O:10])[CH:5]=[CH:4][CH:3]=2)[CH2:15]1.